Regression. Given a peptide amino acid sequence and an MHC pseudo amino acid sequence, predict their binding affinity value. This is MHC class I binding data. From a dataset of Peptide-MHC class I binding affinity with 185,985 pairs from IEDB/IMGT. (1) The peptide sequence is SSWPWQIEY. The MHC is Mamu-A20102 with pseudo-sequence Mamu-A20102. The binding affinity (normalized) is 0.303. (2) The binding affinity (normalized) is 0.856. The MHC is Mamu-A02 with pseudo-sequence Mamu-A02. The peptide sequence is GLRNIPSIQY. (3) The peptide sequence is VSEKYTDMY. The MHC is HLA-B48:01 with pseudo-sequence HLA-B48:01. The binding affinity (normalized) is 0.0847.